From a dataset of Reaction yield outcomes from USPTO patents with 853,638 reactions. Predict the reaction yield, written as a fraction of the theoretical maximum amount of product (1.0 means a 100% yield; for example, 0.34 means a 34% yield). (1) The reactants are [NH2:1][CH2:2][CH2:3][CH2:4][OH:5].[CH:6]12[O:15][CH:12]([CH:13]=[CH:14]1)[CH:11]1[CH:7]2[C:8](=O)[O:9][C:10]1=[O:16]. The catalyst is CO. The product is [OH:5][CH2:4][CH2:3][CH2:2][N:1]1[C:8](=[O:9])[CH:7]2[CH:11]([CH:12]3[O:15][CH:6]2[CH:14]=[CH:13]3)[C:10]1=[O:16]. The yield is 0.570. (2) The reactants are [F:1][CH:2]([F:12])[C:3]1[CH:10]=[C:9](F)[CH:8]=[CH:7][C:4]=1[CH:5]=[O:6].[NH:13]1[CH2:18][CH2:17][O:16][CH2:15][CH2:14]1.C([O-])([O-])=O.[K+].[K+]. The catalyst is CS(C)=O.O. The product is [F:1][CH:2]([F:12])[C:3]1[CH:10]=[C:9]([N:13]2[CH2:18][CH2:17][O:16][CH2:15][CH2:14]2)[CH:8]=[CH:7][C:4]=1[CH:5]=[O:6]. The yield is 0.520.